Dataset: Peptide-MHC class I binding affinity with 185,985 pairs from IEDB/IMGT. Task: Regression. Given a peptide amino acid sequence and an MHC pseudo amino acid sequence, predict their binding affinity value. This is MHC class I binding data. (1) The peptide sequence is CPNCYDSVM. The MHC is HLA-B54:01 with pseudo-sequence HLA-B54:01. The binding affinity (normalized) is 0.222. (2) The peptide sequence is QTLISLNSM. The MHC is HLA-A02:03 with pseudo-sequence HLA-A02:03. The binding affinity (normalized) is 0.0221. (3) The MHC is HLA-B07:02 with pseudo-sequence HLA-B07:02. The binding affinity (normalized) is 0.0847. The peptide sequence is NQFGTMPSL. (4) The peptide sequence is DSPATLSAY. The MHC is HLA-A23:01 with pseudo-sequence HLA-A23:01. The binding affinity (normalized) is 0.0847. (5) The peptide sequence is SQISNTEMY. The MHC is HLA-B27:05 with pseudo-sequence HLA-B27:05. The binding affinity (normalized) is 0.213. (6) The peptide sequence is KEGVSVTVT. The MHC is HLA-A02:06 with pseudo-sequence HLA-A02:06. The binding affinity (normalized) is 0. (7) The peptide sequence is NPKLRNCRI. The MHC is HLA-A03:01 with pseudo-sequence HLA-A03:01. The binding affinity (normalized) is 0.0847. (8) The peptide sequence is LAEYIRHRNT. The MHC is HLA-A02:01 with pseudo-sequence HLA-A02:01. The binding affinity (normalized) is 0. (9) The peptide sequence is VRSQGENPTWK. The MHC is Mamu-B03 with pseudo-sequence Mamu-B03. The binding affinity (normalized) is 0.172.